Binary Classification. Given a miRNA mature sequence and a target amino acid sequence, predict their likelihood of interaction. From a dataset of Experimentally validated miRNA-target interactions with 360,000+ pairs, plus equal number of negative samples. (1) The miRNA is mmu-miR-292a-3p with sequence AAAGUGCCGCCAGGUUUUGAGUGU. The protein sequence of the target gene is MKAGTGPLLSTLLGLLFLSIQGTGGVNPGVVARITDKGLAYAAKEGLVALQRELYKITLPDFSGDFKIKAVGRGQYEFHSLEIQNCELRGSSLKLLPGQGLSLAISDSSIGVRGKWKVRKSFLKLHGSFDLDVKGVTISVDLLLGMDPSGRPTVSASGCSSRICDLDVHISGNVGWLLNLFHNQIESKLQKVLENKVCEMIQKSVTSDLQPYLQTLPVTAEIDNVLGIDYSLVAAPQAKAQVLDVMFKGEIFNRNHRSPVATPTPTMSLPEDSKQMVYFAISDYAFNIASRVYHQAGYLN.... Result: 0 (no interaction). (2) The miRNA is hsa-miR-3664-5p with sequence AACUCUGUCUUCACUCAUGAGU. The protein sequence of the target gene is MQSREDAPRSRRLASPRGGKRPKKIHKPTVSAFFTGPEELKDTAHSAALLAQLKSFYDARLLCDVTIEVVTPGSGPGTGRLFPCNRNVLAAACPYFKSMFTGGMYESQQASVTMHDVDAESFEVLVDYCYTGRVSLSEANVERLYAASDMLQLEYVREACASFLARRLDLTNCTAILKFADAFGHRKLRSQAQSYIAQNFKQLSHMGSIREETLADLTLAQLLAVLRLDSLDVESEQTVCHVAVQWLEAAPKERGPSAAEVFKCVRWMHFTEEDQDYLEGLLTKPIVKKYCLDVIEGALQ.... Result: 1 (interaction).